Dataset: Full USPTO retrosynthesis dataset with 1.9M reactions from patents (1976-2016). Task: Predict the reactants needed to synthesize the given product. (1) Given the product [Br:1][C:2]1[CH:13]=[CH:12][C:5]2[N:6]=[C:7]([CH2:9][CH2:10][N:35]3[CH2:36][CH2:37][CH2:38][CH:34]3[CH3:33])[S:8][C:4]=2[CH:3]=1, predict the reactants needed to synthesize it. The reactants are: [Br:1][C:2]1[CH:13]=[CH:12][C:5]2[N:6]=[C:7]([CH2:9][CH2:10]O)[S:8][C:4]=2[CH:3]=1.C(N(CC)CC)C.S(Cl)(C)(=O)=O.C(=O)([O-])[O-].[K+].[K+].Cl.[CH3:33][C@@H:34]1[CH2:38][CH2:37][CH2:36][NH:35]1. (2) Given the product [CH3:21][N:22]([CH3:24])[CH:23]=[N:17][C:15]([C:9]1[CH:10]=[C:11]2[N:7]([N:8]=1)[C:6]1[CH:18]=[C:2]([Br:1])[CH:3]=[CH:4][C:5]=1[O:14][CH2:13][CH2:12]2)=[O:16], predict the reactants needed to synthesize it. The reactants are: [Br:1][C:2]1[CH:3]=[CH:4][C:5]2[O:14][CH2:13][CH2:12][C:11]3[N:7]([N:8]=[C:9]([C:15]([NH2:17])=[O:16])[CH:10]=3)[C:6]=2[CH:18]=1.CO[CH:21](OC)[N:22]([CH3:24])[CH3:23]. (3) Given the product [C:8]1([CH2:2][CH2:3][CH2:4][C:5]([OH:7])=[O:6])[C:25]2[C:26]3[C:31]4[C:10](=[CH:11][CH:12]=[C:13]5[C:30]=4[C:29]4[C:16](=[CH:17][CH:18]=[C:19]6[C:28]=4[C:27]=3[C:22](=[CH:23][CH:24]=2)[CH:21]=[CH:20]6)[CH:15]=[CH:14]5)[CH:9]=1, predict the reactants needed to synthesize it. The reactants are: O=[C:2]([C:8]1[C:25]2[C:26]3[C:31]4[C:10](=[CH:11][CH:12]=[C:13]5[C:30]=4[C:29]4[C:16](=[CH:17][CH:18]=[C:19]6[C:28]=4[C:27]=3[C:22](=[CH:23][CH:24]=2)[CH:21]=[CH:20]6)[CH:15]=[CH:14]5)[CH:9]=1)[CH2:3][CH2:4][C:5]([OH:7])=[O:6].NN.[OH-].[Na+]. (4) Given the product [ClH:1].[Cl:8][C:6]1[N:5]=[CH:4][N:3]=[C:2]([N:9]2[CH2:14][CH2:13][NH:12][CH2:11][CH2:10]2)[CH:7]=1, predict the reactants needed to synthesize it. The reactants are: [Cl:1][C:2]1[CH:7]=[C:6]([Cl:8])[N:5]=[CH:4][N:3]=1.[NH:9]1[CH2:14][CH2:13][NH:12][CH2:11][CH2:10]1. (5) Given the product [ClH:32].[N:8]1[C:9]2[C:4](=[CH:3][C:2]([NH:1][C:30]([CH:24]3[CH:25]4[CH2:28][CH2:29][N:22]([CH2:27][CH2:26]4)[CH2:23]3)=[O:31])=[CH:11][CH:10]=2)[CH:5]=[CH:6][CH:7]=1, predict the reactants needed to synthesize it. The reactants are: [NH2:1][C:2]1[CH:3]=[C:4]2[C:9](=[CH:10][CH:11]=1)[N:8]=[CH:7][CH:6]=[CH:5]2.C(N(CC)C(C)C)(C)C.Cl.[N:22]12[CH2:29][CH2:28][CH:25]([CH2:26][CH2:27]1)[CH:24]([C:30]([Cl:32])=[O:31])[CH2:23]2.